Dataset: Full USPTO retrosynthesis dataset with 1.9M reactions from patents (1976-2016). Task: Predict the reactants needed to synthesize the given product. (1) Given the product [Cl:11][C:8]1[CH:7]=[C:3]2[C:2](=[CH:10][CH:9]=1)[N:1]=[C:20]([CH3:22])[NH:21][C:4]2=[O:6], predict the reactants needed to synthesize it. The reactants are: [NH2:1][C:2]1[CH:10]=[CH:9][C:8]([Cl:11])=[CH:7][C:3]=1[C:4]([OH:6])=O.ClC1C=CC2[N:21]=[C:20]([CH3:22])OC(=O)C=2C=1.[OH-].[Na+].C(O)(=O)C. (2) Given the product [C:17]([N:14]1[C:15]2[C:11](=[CH:10][CH:9]=[C:8]([CH2:7][C:6]([OH:41])=[O:5])[CH:16]=2)[C:12]([NH:20][C:21]([N:23]2[C@H:28]([C:29](=[O:40])[NH:30][CH2:31][C:32]3[CH:37]=[CH:36][CH:35]=[C:34]([Cl:38])[C:33]=3[F:39])[CH2:27][C@@H:26]3[C@H:24]2[CH2:25]3)=[O:22])=[CH:13]1)(=[O:19])[NH2:18], predict the reactants needed to synthesize it. The reactants are: C([O:5][C:6](=[O:41])[CH2:7][C:8]1[CH:16]=[C:15]2[C:11]([C:12]([NH:20][C:21]([N:23]3[C@H:28]([C:29](=[O:40])[NH:30][CH2:31][C:32]4[CH:37]=[CH:36][CH:35]=[C:34]([Cl:38])[C:33]=4[F:39])[CH2:27][C@@H:26]4[C@H:24]3[CH2:25]4)=[O:22])=[CH:13][N:14]2[C:17](=[O:19])[NH2:18])=[CH:10][CH:9]=1)(C)(C)C.C(O)(C(F)(F)F)=O. (3) Given the product [C:1]1([C:7]2([C:8]#[N:9])[CH2:14][CH2:13][CH2:12][CH2:11]2)[CH2:6][CH2:5][CH2:4][CH2:3][CH:2]=1, predict the reactants needed to synthesize it. The reactants are: [C:1]1([CH2:7][C:8]#[N:9])[CH2:6][CH2:5][CH2:4][CH2:3][CH:2]=1.Br[CH2:11][CH2:12][CH2:13][CH2:14]Br.[H-].[Na+].